This data is from CYP2D6 inhibition data for predicting drug metabolism from PubChem BioAssay. The task is: Regression/Classification. Given a drug SMILES string, predict its absorption, distribution, metabolism, or excretion properties. Task type varies by dataset: regression for continuous measurements (e.g., permeability, clearance, half-life) or binary classification for categorical outcomes (e.g., BBB penetration, CYP inhibition). Dataset: cyp2d6_veith. (1) The molecule is C[N+]1(CCOc2ccc([N+](=O)[O-])cc2)CCOCC1.[I-]. The result is 0 (non-inhibitor). (2) The compound is Cc1ccc(NC(=S)c2nc3ccccc3s2)cc1. The result is 0 (non-inhibitor).